Task: Predict the reactants needed to synthesize the given product.. Dataset: Retrosynthesis with 50K atom-mapped reactions and 10 reaction types from USPTO (1) The reactants are: CN.Nc1nc(OS(=O)(=O)C(F)(F)F)c([N+](=O)[O-])c(-c2ccco2)n1. Given the product CNc1nc(N)nc(-c2ccco2)c1[N+](=O)[O-], predict the reactants needed to synthesize it. (2) Given the product Cc1ccc(CN2CCC(C(=O)c3ccc(NS(C)(=O)=O)cc3)CC2)o1, predict the reactants needed to synthesize it. The reactants are: C=O.CS(=O)(=O)Nc1ccc(C(=O)C2CCNCC2)cc1.Cc1ccco1. (3) The reactants are: CC(C)(C)OC(=O)CCNC(=O)c1cc2c(Nc3ccc(-c4ccccc4)cc3)cncc2s1. Given the product O=C(O)C(F)(F)F, predict the reactants needed to synthesize it. (4) The reactants are: COCCNCc1ccccc1.COc1ccc(-c2cncc3ccc(C(=O)O)nc23)cc1. Given the product COCCN(Cc1ccccc1)C(=O)c1ccc2cncc(-c3ccc(OC)cc3)c2n1, predict the reactants needed to synthesize it. (5) Given the product O=C(NCC(=O)N1CCCNCC1)OCc1ccccc1, predict the reactants needed to synthesize it. The reactants are: CC(C)(C)OC(=O)N1CCCN(C(=O)CNC(=O)OCc2ccccc2)CC1. (6) Given the product COC(=O)c1cc(F)c(F)c(Br)c1F, predict the reactants needed to synthesize it. The reactants are: CO.O=C(F)c1cc(F)c(F)c(Br)c1F. (7) Given the product O=S(=O)(Cc1cccc(C(F)(F)F)c1)NC1CC1, predict the reactants needed to synthesize it. The reactants are: NC1CC1.O=S(=O)(Cl)Cc1cccc(C(F)(F)F)c1.